The task is: Predict the product of the given reaction.. This data is from Forward reaction prediction with 1.9M reactions from USPTO patents (1976-2016). (1) The product is: [Br:22][C:23]1[CH:24]=[C:25]([F:33])[CH:26]=[C:27]2[C:31]=1[NH:30][C:29](=[O:32])[C:28]2=[CH:17][C:14]1[NH:13][C:9]2[CH2:10][CH2:11][CH2:12][N:6]([CH2:5][CH2:4][N:3]([CH2:20][CH3:21])[CH2:1][CH3:2])[C:7](=[O:19])[C:8]=2[C:15]=1[CH3:16]. Given the reactants [CH2:1]([N:3]([CH2:20][CH3:21])[CH2:4][CH2:5][N:6]1[CH2:12][CH2:11][CH2:10][C:9]2[NH:13][C:14]([CH:17]=O)=[C:15]([CH3:16])[C:8]=2[C:7]1=[O:19])[CH3:2].[Br:22][C:23]1[CH:24]=[C:25]([F:33])[CH:26]=[C:27]2[C:31]=1[NH:30][C:29](=[O:32])[CH2:28]2, predict the reaction product. (2) Given the reactants [CH2:1]([O:8][C:9]1[CH:10]=[C:11]2[C:16](=[CH:17][C:18]=1[O:19][CH3:20])[CH:15]([CH2:21]S(C1N(C3C=CC=CC=3)N=NN=1)(=O)=O)[N:14](C(OC(C)(C)C)=O)[CH2:13][CH2:12]2)[C:2]1[CH:7]=[CH:6][CH:5]=[CH:4][CH:3]=1.[CH3:43][C:44]([CH3:59])([CH3:58])[CH2:45][O:46][C:47]1[C:48]([O:56][CH3:57])=[CH:49][C:50]([CH3:55])=[C:51]([CH:54]=1)[CH:52]=O.C[Si]([N-][Si](C)(C)C)(C)C.[Li+], predict the reaction product. The product is: [CH2:1]([O:8][C:9]1[CH:10]=[C:11]2[C:16](=[CH:17][C:18]=1[O:19][CH3:20])[CH:15](/[CH:21]=[CH:52]/[C:51]1[CH:54]=[C:47]([O:46][CH2:45][C:44]([CH3:58])([CH3:59])[CH3:43])[C:48]([O:56][CH3:57])=[CH:49][C:50]=1[CH3:55])[NH:14][CH2:13][CH2:12]2)[C:2]1[CH:7]=[CH:6][CH:5]=[CH:4][CH:3]=1. (3) Given the reactants [F:1][C:2]1[CH:7]=[C:6](B2OC(C)(C)C(C)(C)O2)[CH:5]=[CH:4][C:3]=1[C:17]1[CH:18]=[N:19][C:20]([NH2:23])=[N:21][CH:22]=1.Br[C:25]1[CH:30]=[CH:29][CH:28]=[CH:27][C:26]=1[S:31]([CH:34]1[CH2:36][CH2:35]1)(=[O:33])=[O:32], predict the reaction product. The product is: [CH:34]1([S:31]([C:26]2[CH:27]=[CH:28][CH:29]=[CH:30][C:25]=2[C:6]2[CH:5]=[CH:4][C:3]([C:17]3[CH:22]=[N:21][C:20]([NH2:23])=[N:19][CH:18]=3)=[C:2]([F:1])[CH:7]=2)(=[O:32])=[O:33])[CH2:36][CH2:35]1. (4) Given the reactants C([Li])CCC.Br[C:7]1[CH:12]=[CH:11][C:10]([S:13]([NH:16][C@H:17]([CH3:21])[CH2:18][O:19][CH3:20])(=[O:15])=[O:14])=[CH:9][CH:8]=1.B(OC(C)C)(OC(C)C)OC(C)C.[ClH:35].C(=O)([O-])[O-].[Na+].[Na+].[NH2:42][C:43]1[C:44]([C:50]([NH:52][C:53]2[CH:54]=[N:55][CH:56]=[CH:57][CH:58]=2)=[O:51])=[N:45][C:46](Br)=[CH:47][N:48]=1, predict the reaction product. The product is: [ClH:35].[NH2:42][C:43]1[C:44]([C:50]([NH:52][C:53]2[CH:54]=[N:55][CH:56]=[CH:57][CH:58]=2)=[O:51])=[N:45][C:46]([C:7]2[CH:12]=[CH:11][C:10]([S:13]([NH:16][C@H:17]([CH3:21])[CH2:18][O:19][CH3:20])(=[O:15])=[O:14])=[CH:9][CH:8]=2)=[CH:47][N:48]=1. (5) Given the reactants O[CH2:2][N:3]1[CH2:7][CH:6]([CH2:8][CH2:9][CH3:10])[CH2:5][C:4]1=[O:11].S(Cl)(Cl)=O.[CH3:16][C:17]1[CH:18]=[N:19][C:20]2[N:21]([N:23]=[C:24]([C:26]3[CH:31]=[CH:30][CH:29]=[CH:28][CH:27]=3)[CH:25]=2)[CH:22]=1.[Al+3].[Cl-].[Cl-].[Cl-], predict the reaction product. The product is: [CH3:16][C:17]1[CH:18]=[N:19][C:20]2[N:21]([N:23]=[C:24]([C:26]3[CH:27]=[CH:28][CH:29]=[CH:30][CH:31]=3)[C:25]=2[CH2:2][N:3]2[CH2:7][CH:6]([CH2:8][CH2:9][CH3:10])[CH2:5][C:4]2=[O:11])[CH:22]=1. (6) Given the reactants [Cl:1][C:2]1[CH:3]=[CH:4][C:5]([O:11][CH3:12])=[C:6]([CH:10]=1)[C:7]([NH2:9])=[NH:8].[C:13]([CH2:21][C:22](OCC)=[O:23])(=O)[C:14]1[CH:19]=[CH:18][CH:17]=[CH:16][CH:15]=1.[O-]CC.[Na+], predict the reaction product. The product is: [Cl:1][C:2]1[CH:3]=[CH:4][C:5]([O:11][CH3:12])=[C:6]([C:7]2[N:9]=[C:22]([OH:23])[CH:21]=[C:13]([C:14]3[CH:19]=[CH:18][CH:17]=[CH:16][CH:15]=3)[N:8]=2)[CH:10]=1. (7) Given the reactants [C:1]([O:5][C:6]([NH:8][C@@H:9]1[CH2:13][CH2:12][N:11]([C:14]2[CH:19]=[CH:18][C:17]([N:20]3[CH2:24][C@H:23]([CH2:25][N:26]=[N+:27]=[N-:28])[O:22][C:21]3=[O:29])=[CH:16][C:15]=2[F:30])[CH2:10]1)=[O:7])([CH3:4])([CH3:3])[CH3:2].[C:31]12CC(CC1)=C[CH:32]=2, predict the reaction product. The product is: [C:1]([O:5][C:6]([NH:8][C@@H:9]1[CH2:13][CH2:12][N:11]([C:14]2[CH:19]=[CH:18][C:17]([N:20]3[CH2:24][C@H:23]([CH2:25][N:26]4[CH:32]=[CH:31][N:28]=[N:27]4)[O:22][C:21]3=[O:29])=[CH:16][C:15]=2[F:30])[CH2:10]1)=[O:7])([CH3:4])([CH3:2])[CH3:3].